This data is from Reaction yield outcomes from USPTO patents with 853,638 reactions. The task is: Predict the reaction yield, written as a fraction of the theoretical maximum amount of product (1.0 means a 100% yield; for example, 0.34 means a 34% yield). (1) The reactants are [CH3:1][C@@H:2]1[CH2:6][CH2:5][C:4](=C(C)C)[CH:3]1[C:10]([O:12][CH2:13][CH3:14])=[O:11].C(=O)=[O:16].C(O)(C)C. The catalyst is C(OCC)(=O)C. The product is [CH3:1][C@@H:2]1[CH2:6][CH2:5][C:4](=[O:16])[CH:3]1[C:10]([O:12][CH2:13][CH3:14])=[O:11]. The yield is 0.960. (2) The reactants are Br[C:2]1[C:11]2[C:6](=[CH:7][CH:8]=[CH:9][CH:10]=2)[C:5](=[O:12])[O:4][C:3]=1[CH2:13][OH:14].[F:15][C:16]1[CH:17]=[C:18](B(O)O)[CH:19]=[CH:20][CH:21]=1.C([O-])([O-])=O.[Cs+].[Cs+]. The catalyst is C1C=CC([P]([Pd]([P](C2C=CC=CC=2)(C2C=CC=CC=2)C2C=CC=CC=2)([P](C2C=CC=CC=2)(C2C=CC=CC=2)C2C=CC=CC=2)[P](C2C=CC=CC=2)(C2C=CC=CC=2)C2C=CC=CC=2)(C2C=CC=CC=2)C2C=CC=CC=2)=CC=1. The product is [F:15][C:16]1[CH:21]=[C:20]([C:2]2[C:11]3[C:6](=[CH:7][CH:8]=[CH:9][CH:10]=3)[C:5](=[O:12])[O:4][C:3]=2[CH2:13][OH:14])[CH:19]=[CH:18][CH:17]=1. The yield is 0.400. (3) The product is [Br:1][C:2]1[N:3]=[C:4]2[N:15]([C@H:16]3[CH2:21][CH2:20][C@H:19]([O:22][CH3:23])[CH2:18][CH2:17]3)[C:10](=[O:11])[CH2:9][NH:8][C:5]2=[N:6][CH:7]=1. The catalyst is O. The yield is 0.550. The reactants are [Br:1][C:2]1[N:3]=[C:4]([NH:15][C@H:16]2[CH2:21][CH2:20][C@H:19]([O:22][CH3:23])[CH2:18][CH2:17]2)[C:5]([NH:8][CH2:9][C:10](OCC)=[O:11])=[N:6][CH:7]=1.CO.C(O)(C(F)(F)F)=O.C(=O)(O)[O-].[Na+]. (4) The reactants are [CH3:1][O:2][C:3](=[O:27])[C@H:4]([CH2:23][CH2:24][S:25][CH3:26])[NH:5][C:6](=[O:22])[C:7]1[CH:12]=[CH:11][C:10]([N+:13]([O-:15])=[O:14])=[CH:9][C:8]=1[C:16]1[CH:21]=[CH:20][CH:19]=[CH:18][CH:17]=1.[OH-].[Li+].Cl.[CH3:31][Si:32]([CH3:37])([CH3:36])[CH2:33]CO.C(N=C=NC(C)C)(C)C. The catalyst is CO.CN(C)C1C=CN=CC=1.C1COCC1. The product is [CH3:31][Si:32]([CH3:37])([CH3:36])[CH2:33][CH2:1][O:2][C:3](=[O:27])[C@H:4]([CH2:23][CH2:24][S:25][CH3:26])[NH:5][C:6](=[O:22])[C:7]1[CH:12]=[CH:11][C:10]([N+:13]([O-:15])=[O:14])=[CH:9][C:8]=1[C:16]1[CH:17]=[CH:18][CH:19]=[CH:20][CH:21]=1. The yield is 0.870. (5) The reactants are C([O:3][C:4](=[O:32])[C:5]([CH3:31])([CH3:30])[CH2:6][CH2:7][CH2:8][CH2:9][CH2:10][CH2:11][CH2:12][C:13](=[O:29])[CH2:14][CH2:15][CH2:16][CH2:17][CH2:18][CH2:19][CH2:20][C:21]([CH3:28])([CH3:27])[C:22]([O:24]CC)=[O:23])C.[OH-].[K+]. The catalyst is CCO.O. The product is [CH3:30][C:5]([CH3:31])([CH2:6][CH2:7][CH2:8][CH2:9][CH2:10][CH2:11][CH2:12][C:13](=[O:29])[CH2:14][CH2:15][CH2:16][CH2:17][CH2:18][CH2:19][CH2:20][C:21]([CH3:28])([CH3:27])[C:22]([OH:24])=[O:23])[C:4]([OH:32])=[O:3]. The yield is 0.740.